From a dataset of Peptide-MHC class II binding affinity with 134,281 pairs from IEDB. Regression. Given a peptide amino acid sequence and an MHC pseudo amino acid sequence, predict their binding affinity value. This is MHC class II binding data. (1) The peptide sequence is KQAFTFSPTYKAFLC. The MHC is DRB1_1501 with pseudo-sequence DRB1_1501. The binding affinity (normalized) is 0.657. (2) The peptide sequence is VAYFNMVYMPASWVM. The MHC is DRB1_1501 with pseudo-sequence DRB1_1501. The binding affinity (normalized) is 0.784.